Task: Predict the reactants needed to synthesize the given product.. Dataset: Full USPTO retrosynthesis dataset with 1.9M reactions from patents (1976-2016) (1) Given the product [F:1][C:2]1[CH:3]=[CH:4][C:5]([C@@H:8]([OH:12])[C:9]([OH:11])=[O:10])=[CH:6][CH:7]=1, predict the reactants needed to synthesize it. The reactants are: [F:1][C:2]1[CH:7]=[CH:6][C:5]([CH:8]([OH:12])[C:9]([OH:11])=[O:10])=[CH:4][CH:3]=1.C1([C@H](N)C)C=CC=CC=1. (2) Given the product [CH2:1]([O:8][N:9]1[C:15](=[O:16])[N:14]2[CH2:17][C@H:10]1[CH2:11][CH2:12][C@H:13]2[C:18]([NH:45][NH:44][C:36]([C:37]1[CH:38]=[N:39][CH:40]=[CH:41][CH:42]=1)=[O:43])=[O:20])[C:2]1[CH:3]=[CH:4][CH:5]=[CH:6][CH:7]=1, predict the reactants needed to synthesize it. The reactants are: [CH2:1]([O:8][N:9]1[C:15](=[O:16])[N:14]2[CH2:17][C@H:10]1[CH2:11][CH2:12][C@H:13]2[C:18]([OH:20])=O)[C:2]1[CH:7]=[CH:6][CH:5]=[CH:4][CH:3]=1.ClC(OCC(C)C)=O.C(N(CC)CC)C.[C:36]([NH:44][NH2:45])(=[O:43])[C:37]1[CH:42]=[CH:41][CH:40]=[N:39][CH:38]=1. (3) The reactants are: [CH2:1]([S:9][C:10]1[CH:11]=[C:12]([C:15]([O:17]C)=[O:16])[NH:13][CH:14]=1)[CH2:2][C:3]1[CH:8]=[CH:7][CH:6]=[CH:5][CH:4]=1.[OH-].[K+].Cl. Given the product [CH2:1]([S:9][C:10]1[CH:11]=[C:12]([C:15]([OH:17])=[O:16])[NH:13][CH:14]=1)[CH2:2][C:3]1[CH:4]=[CH:5][CH:6]=[CH:7][CH:8]=1, predict the reactants needed to synthesize it. (4) Given the product [C:23]1([C:2]2[N:7]3[CH:8]=[C:9]([C:11]([O:13][CH2:14][CH3:15])=[O:12])[N:10]=[C:6]3[CH:5]=[CH:4][CH:3]=2)[CH:28]=[CH:27][CH:26]=[CH:25][CH:24]=1, predict the reactants needed to synthesize it. The reactants are: Br[C:2]1[N:7]2[CH:8]=[C:9]([C:11]([O:13][CH2:14][CH3:15])=[O:12])[N:10]=[C:6]2[CH:5]=[CH:4][CH:3]=1.C([O-])(O)=O.[Na+].CO.[C:23]1(B(O)O)[CH:28]=[CH:27][CH:26]=[CH:25][CH:24]=1. (5) Given the product [Br:1][C:2]1[CH:3]=[CH:4][C:5]([O:10][CH2:22][CH3:23])=[C:6]([CH:9]=1)[C:7]#[N:8], predict the reactants needed to synthesize it. The reactants are: [Br:1][C:2]1[CH:3]=[CH:4][C:5]([OH:10])=[C:6]([CH:9]=1)[C:7]#[N:8].CN(C=O)C.C(=O)([O-])[O-].[K+].[K+].[CH2:22](I)[CH3:23]. (6) Given the product [CH3:21][O:20][C:18](=[O:19])[C@@H:17]([NH:22][C:47](=[O:48])[C@@H:46]([NH:45][C:43]([O:42][CH2:35][C:36]1[CH:41]=[CH:40][CH:39]=[CH:38][CH:37]=1)=[O:44])[CH2:50][C:51]1[CH:56]=[CH:55][C:54]([O:57][CH2:58][C:59]2[CH:60]=[CH:61][CH:62]=[CH:63][CH:64]=2)=[C:53]([O:65][CH2:66][C:67]2[CH:68]=[CH:69][CH:70]=[CH:71][CH:72]=2)[CH:52]=1)[CH2:16][C:13]1[CH:14]=[CH:15][C:10]([O:9][CH2:2][C:3]2[CH:8]=[CH:7][CH:6]=[CH:5][CH:4]=2)=[C:11]([O:23][C:24](=[O:27])[NH:25][CH3:26])[CH:12]=1, predict the reactants needed to synthesize it. The reactants are: [Cl-].[CH2:2]([O:9][C:10]1[CH:15]=[CH:14][C:13]([CH2:16][C@H:17]([NH3+:22])[C:18]([O:20][CH3:21])=[O:19])=[CH:12][C:11]=1[O:23][C:24](=[O:27])[NH:25][CH3:26])[C:3]1[CH:8]=[CH:7][CH:6]=[CH:5][CH:4]=1.C(N(CC)CC)C.[CH2:35]([O:42][C:43]([NH:45][C@@H:46]([CH2:50][C:51]1[CH:56]=[CH:55][C:54]([O:57][CH2:58][C:59]2[CH:64]=[CH:63][CH:62]=[CH:61][CH:60]=2)=[C:53]([O:65][CH2:66][C:67]2[CH:72]=[CH:71][CH:70]=[CH:69][CH:68]=2)[CH:52]=1)[C:47](O)=[O:48])=[O:44])[C:36]1[CH:41]=[CH:40][CH:39]=[CH:38][CH:37]=1.C1C=CC2N(O)N=NC=2C=1.C(Cl)CCl. (7) Given the product [Br:1][C:2]1[CH:3]=[C:4]([C:8]2[C:9]([C:14]3[CH:19]=[CH:18][N:17]=[CH:16][CH:15]=3)=[C:10]3[S:13][CH2:21][CH2:22][CH2:23][N:11]3[N:12]=2)[CH:5]=[CH:6][CH:7]=1, predict the reactants needed to synthesize it. The reactants are: [Br:1][C:2]1[CH:3]=[C:4]([C:8]2[C:9]([C:14]3[CH:19]=[CH:18][N:17]=[CH:16][CH:15]=3)=[C:10]([SH:13])[NH:11][N:12]=2)[CH:5]=[CH:6][CH:7]=1.Br[CH2:21][CH2:22][CH2:23]Br.C([O-])([O-])=O.[K+].[K+].CN(C=O)C.